Dataset: Catalyst prediction with 721,799 reactions and 888 catalyst types from USPTO. Task: Predict which catalyst facilitates the given reaction. (1) Reactant: C([O:3][C:4]([C:6]1[CH:7]=[C:8]2[C:12](=[CH:13][CH:14]=1)[NH:11][C:10]([C:15]1[CH:20]=[C:19]([C:21]3[CH:26]=[CH:25][N:24]=[CH:23][CH:22]=3)[N:18]=[N:17][C:16]=1[O:27]C)=[C:9]2[C:29]1[CH:30]=[N:31][N:32]([CH3:34])[CH:33]=1)=[O:5])C.[OH-].[Na+].Cl. Product: [CH3:34][N:32]1[CH:33]=[C:29]([C:9]2[C:8]3[C:12](=[CH:13][CH:14]=[C:6]([C:4]([OH:5])=[O:3])[CH:7]=3)[NH:11][C:10]=2[C:15]2[C:16](=[O:27])[NH:17][N:18]=[C:19]([C:21]3[CH:22]=[CH:23][N:24]=[CH:25][CH:26]=3)[CH:20]=2)[CH:30]=[N:31]1. The catalyst class is: 8. (2) Reactant: [CH3:1][O:2][C:3]1[CH:8]=[CH:7][C:6]([CH:9]([CH3:13])[C:10]([OH:12])=O)=[CH:5][C:4]=1[N+:14]([O-:16])=[O:15].O=S(Cl)Cl.[CH3:21][O:22][C:23](=[O:33])[C:24]1[C:29]([Br:30])=[CH:28][C:27]([Br:31])=[CH:26][C:25]=1[NH2:32].CCCCCC. Product: [CH3:21][O:22][C:23](=[O:33])[C:24]1[C:29]([Br:30])=[CH:28][C:27]([Br:31])=[CH:26][C:25]=1[NH:32][C:10](=[O:12])[CH:9]([C:6]1[CH:7]=[CH:8][C:3]([O:2][CH3:1])=[C:4]([N+:14]([O-:16])=[O:15])[CH:5]=1)[CH3:13]. The catalyst class is: 25. (3) Product: [NH2:2][C:1]1[C:3]2[C:4](=[N:5][CH:6]=[CH:12][C:11]=2[N:13]2[CH2:14][CH2:15][CH:16]([OH:19])[CH2:17][CH2:18]2)[S:10][C:23]=1[C:24]([NH2:26])=[O:25]. The catalyst class is: 9. Reactant: [C:1](/[C:3](=[C:11](/[N:13]1[CH2:18][CH2:17][CH:16]([OH:19])[CH2:15][CH2:14]1)\[CH3:12])/[C:4](=[S:10])/[N:5]=[CH:6]/N(C)C)#[N:2].[OH-].[Na+].Cl[CH2:23][C:24]([NH2:26])=[O:25].O. (4) Reactant: [CH3:1][C:2]1[C@:8]([OH:17])(/[CH:9]=[CH:10]/[C:11](/[CH3:16])=[CH:12]\[C:13]([OH:15])=[O:14])[C:7]([CH3:19])([CH3:18])[CH2:6][C:4](=[O:5])[CH:3]=1.[OH-].[K+].N.C([O-])(=O)/C=C/C=C/C.[K+]. Product: [CH3:1][C:2]1[C:8]([OH:17])(/[CH:9]=[CH:10]/[C:11](/[CH3:16])=[CH:12]\[C:13]([OH:15])=[O:14])[C:7]([CH3:19])([CH3:18])[CH2:6][C:4](=[O:5])[CH:3]=1. The catalyst class is: 6.